From a dataset of Full USPTO retrosynthesis dataset with 1.9M reactions from patents (1976-2016). Predict the reactants needed to synthesize the given product. (1) Given the product [ClH:1].[NH2:52][CH2:51][C@H:48]1[CH2:47][CH2:46][C@H:45]([C:43]([NH:42][C@H:13]([C:12]([NH:11][C:7]2[CH:6]=[C:5]3[C:10]([C:2]([Cl:1])=[N:3][NH:4]3)=[CH:9][CH:8]=2)=[O:60])[CH2:14][C:15]2[CH:16]=[CH:17][C:18]([C:21]3[CH:26]=[CH:25][C:24]([C:27]([NH:28][CH:29]4[CH2:30][CH2:31][CH:32]([N:35]([CH2:36][CH3:37])[CH2:38][CH3:39])[CH2:33][CH2:34]4)=[O:40])=[CH:23][C:22]=3[CH3:41])=[CH:19][CH:20]=2)=[O:44])[CH2:50][CH2:49]1, predict the reactants needed to synthesize it. The reactants are: [Cl:1][C:2]1[C:10]2[C:5](=[CH:6][C:7]([NH:11][C:12](=[O:60])[C@@H:13]([NH:42][C:43]([C@H:45]3[CH2:50][CH2:49][C@H:48]([CH2:51][NH:52]C(=O)OC(C)(C)C)[CH2:47][CH2:46]3)=[O:44])[CH2:14][C:15]3[CH:20]=[CH:19][C:18]([C:21]4[CH:26]=[CH:25][C:24]([C:27](=[O:40])[NH:28][CH:29]5[CH2:34][CH2:33][CH:32]([N:35]([CH2:38][CH3:39])[CH2:36][CH3:37])[CH2:31][CH2:30]5)=[CH:23][C:22]=4[CH3:41])=[CH:17][CH:16]=3)=[CH:8][CH:9]=2)[NH:4][N:3]=1.Cl. (2) Given the product [F:39][C:34]1[CH:33]=[C:32]([CH:37]=[CH:36][C:35]=1[F:38])[O:31][CH:30]1[CH:24]2[N:23]([C:21]([CH:16]([NH:15][C:14](=[O:46])[CH:12]([NH:10][CH3:9])[CH3:13])[C:17]([CH3:19])([CH3:20])[CH3:18])=[O:22])[CH2:27][CH2:26][CH:25]2[N:28]([C:40]2[N:28]=[CH:29][CH:30]=[CH:24][N:23]=2)[CH2:29]1, predict the reactants needed to synthesize it. The reactants are: C(O[C:9](=O)[N:10]([CH:12]([C:14](=[O:46])[NH:15][CH:16]([C:21]([N:23]1[CH2:27][CH2:26][CH:25]2[N:28]([CH:40]3CCOCC3)[CH2:29][CH:30]([O:31][C:32]3[CH:37]=[CH:36][C:35]([F:38])=[C:34]([F:39])[CH:33]=3)[CH:24]12)=[O:22])[C:17]([CH3:20])([CH3:19])[CH3:18])[CH3:13])C)C1C=CC=CC=1.